Dataset: Reaction yield outcomes from USPTO patents with 853,638 reactions. Task: Predict the reaction yield, written as a fraction of the theoretical maximum amount of product (1.0 means a 100% yield; for example, 0.34 means a 34% yield). (1) The reactants are Cl[C:2]1[C:7]([Cl:8])=[N:6][CH:5]=[CH:4][N:3]=1.[CH3:9][NH:10][CH2:11][CH2:12][O:13][C:14]1[CH:19]=[CH:18][CH:17]=[CH:16][CH:15]=1. The catalyst is CN(C=O)C. The product is [Cl:8][C:7]1[C:2]([N:10]([CH3:9])[CH2:11][CH2:12][O:13][C:14]2[CH:19]=[CH:18][CH:17]=[CH:16][CH:15]=2)=[N:3][CH:4]=[CH:5][N:6]=1. The yield is 0.710. (2) The reactants are [F:1][C:2]([F:7])([F:6])[C:3]([OH:5])=[O:4].[CH3:8][S:9]([C:12]1[CH:17]=[CH:16][C:15]([C:18]2[CH:23]=[CH:22][C:21]([O:24][CH2:25][CH:26]3[CH2:31][CH2:30][NH:29][CH2:28][CH2:27]3)=[CH:20][N:19]=2)=[CH:14][CH:13]=1)(=[O:11])=[O:10].Br[C:33]1[S:37][N:36]=[C:35]([CH:38]([CH3:40])[CH3:39])[N:34]=1.C(N(CC)CC)C. The catalyst is ClCCCl. The product is [C:3]([OH:5])([C:2]([F:7])([F:6])[F:1])=[O:4].[F:1][C:2]([F:7])([F:6])[C:3]([OH:5])=[O:4].[CH3:39][CH:38]([C:35]1[N:34]=[C:33]([N:29]2[CH2:30][CH2:31][CH:26]([CH2:25][O:24][C:21]3[CH:22]=[CH:23][C:18]([C:15]4[CH:16]=[CH:17][C:12]([S:9]([CH3:8])(=[O:10])=[O:11])=[CH:13][CH:14]=4)=[N:19][CH:20]=3)[CH2:27][CH2:28]2)[S:37][N:36]=1)[CH3:40]. The yield is 0.000500. (3) The reactants are [N:1]1[CH:6]=[CH:5][CH:4]=[C:3]([CH2:7][O:8]NC2C=CC=CN=2)[CH:2]=1.[CH3:16][N:17]([CH2:22][C:23]1[O:24][C:25]2[CH:32]=[CH:31][CH:30]=[CH:29][C:26]=2[C:27]=1[CH3:28])[C:18](=[O:21])[CH:19]=[CH2:20].[CH2:33]([N:35](C(C)C)C(C)C)[CH3:34].CC1C=CC=CC=1P(C1C=CC=CC=1C)C1C=CC=CC=1C.[C:64](#[N:67])[CH2:65][CH3:66]. The catalyst is CN(C=O)C.CC([O-])=O.CC([O-])=O.[Pd+2]. The product is [NH2:67][C:64]1[N:35]=[CH:33][C:34](/[CH:20]=[CH:19]/[C:18]([N:17]([CH3:16])[CH2:22][C:23]2[O:24][C:25]3[CH:32]=[CH:31][CH:30]=[CH:29][C:26]=3[C:27]=2[CH3:28])=[O:21])=[CH:66][C:65]=1[O:8][CH2:7][C:3]1[CH:2]=[N:1][CH:6]=[CH:5][CH:4]=1. The yield is 0.170. (4) The reactants are C[O:2][C:3](=[O:40])[C:4]1[CH:9]=[CH:8][C:7]([N:10]([CH2:12][CH2:13][C:14]2[C:22]3[C:17](=[CH:18][CH:19]=[C:20]([Cl:23])[CH:21]=3)[N:16]([CH:24]([C:31]3[CH:36]=[CH:35][CH:34]=[CH:33][CH:32]=3)[C:25]3[CH:30]=[CH:29][CH:28]=[CH:27][CH:26]=3)[C:15]=2[CH2:37][CH2:38][NH2:39])[CH3:11])=[CH:6][CH:5]=1.[Cl:41][C:42]1[CH:47]=[CH:46][CH:45]=[CH:44][C:43]=1[S:48](Cl)(=[O:50])=[O:49]. No catalyst specified. The product is [CH:24]([N:16]1[C:17]2[C:22](=[CH:21][C:20]([Cl:23])=[CH:19][CH:18]=2)[C:14]([CH2:13][CH2:12][N:10]([CH3:11])[C:7]2[CH:6]=[CH:5][C:4]([C:3]([OH:2])=[O:40])=[CH:9][CH:8]=2)=[C:15]1[CH2:37][CH2:38][NH:39][S:48]([C:43]1[CH:44]=[CH:45][CH:46]=[CH:47][C:42]=1[Cl:41])(=[O:50])=[O:49])([C:25]1[CH:30]=[CH:29][CH:28]=[CH:27][CH:26]=1)[C:31]1[CH:32]=[CH:33][CH:34]=[CH:35][CH:36]=1. The yield is 0.960. (5) The reactants are Cl[C:2]1[CH:16]=[CH:15][C:14](/[CH:17]=[CH:18]/[CH2:19]O)=[CH:13][C:3]=1[O:4][CH2:5][C:6]([O:8]C(C)(C)C)=[O:7].C([N:23]([CH2:26][CH3:27])[CH2:24][CH3:25])C.CS([Cl:32])(=O)=O.[C:33](O)(=O)[CH2:34][C:35]([CH2:40][C:41](O)=O)([C:37]([OH:39])=O)O.[Br-].[Li+].C[C:49]([CH3:52])([O-])C.[K+].[OH-].[Na+]. The catalyst is O1CCCC1.CO.O. The product is [Cl:32][C:15]1[CH:16]=[CH:2][C:3]([O:4][CH2:5][C:6]([OH:8])=[O:7])=[CH:13][C:14]=1/[CH:17]=[CH:18]/[CH2:19][N:23]1[CH:24]=[CH:25][CH:27]=[C:26]1[C:37](=[O:39])[C:35]1[CH:34]=[CH:33][C:49]([CH3:52])=[CH:41][CH:40]=1. The yield is 0.290. (6) The reactants are [N:1]1[CH:6]=[CH:5][C:4]([C:7]2[C:16]3[C:11](=[CH:12][CH:13]=[C:14]([CH:17]=O)[CH:15]=3)[N:10]=[CH:9][CH:8]=2)=[CH:3][CH:2]=1.[S:19]1[CH2:23][C:22](=[O:24])[NH:21][C:20]1=[O:25].N1CCCCC1.C(O)(=O)C. The catalyst is CCO. The product is [N:1]1[CH:2]=[CH:3][C:4]([C:7]2[C:16]3[C:11](=[CH:12][CH:13]=[C:14](/[CH:17]=[C:23]4/[C:22](=[O:24])[NH:21][C:20](=[O:25])[S:19]/4)[CH:15]=3)[N:10]=[CH:9][CH:8]=2)=[CH:5][CH:6]=1. The yield is 0.500. (7) The reactants are Br[C:2]1[CH:7]=[C:6]([F:8])[CH:5]=[C:4]([O:9][CH:10]([F:12])[F:11])[CH:3]=1.[B:13]1([B:13]2[O:17][C:16]([CH3:19])([CH3:18])[C:15]([CH3:21])([CH3:20])[O:14]2)[O:17][C:16]([CH3:19])([CH3:18])[C:15]([CH3:21])([CH3:20])[O:14]1.C([O-])(=O)C.[K+]. The catalyst is CCOC(C)=O. The product is [F:11][CH:10]([F:12])[O:9][C:4]1[CH:3]=[C:2]([B:13]2[O:17][C:16]([CH3:19])([CH3:18])[C:15]([CH3:21])([CH3:20])[O:14]2)[CH:7]=[C:6]([F:8])[CH:5]=1. The yield is 0.493. (8) The reactants are [CH2:1]([O:3][CH2:4][CH2:5][CH2:6][NH:7][CH2:8][C:9]1[CH:14]=[CH:13][C:12]([CH:15]([CH3:17])[CH3:16])=[CH:11][CH:10]=1)[CH3:2].[OH:18][C:19]1[CH:24]=[CH:23][C:22]([CH2:25][CH2:26][C:27](O)=[O:28])=[CH:21][CH:20]=1.F[B-](F)(F)F.N1(OC(N(C)C)=[N+](C)C)C2C=CC=CC=2N=N1.C(N(C(C)C)CC)(C)C. The catalyst is CN(C=O)C.CCOC(C)=O. The product is [CH2:1]([O:3][CH2:4][CH2:5][CH2:6][N:7]([CH2:8][C:9]1[CH:14]=[CH:13][C:12]([CH:15]([CH3:16])[CH3:17])=[CH:11][CH:10]=1)[C:27](=[O:28])[CH2:26][CH2:25][C:22]1[CH:23]=[CH:24][C:19]([OH:18])=[CH:20][CH:21]=1)[CH3:2]. The yield is 0.758. (9) The reactants are [CH3:1][O:2][C:3]([C:5]1[CH:6]=[C:7]2[C:12](=[CH:13][CH:14]=1)[N:11]=[CH:10][C:9]([O:15][C:16]1[C:21]([Cl:22])=[CH:20][C:19]([NH2:23])=[CH:18][C:17]=1[Cl:24])=[CH:8]2)=[O:4].[Cl:25][C:26]1[CH:31]=[C:30]([Cl:32])[CH:29]=[CH:28][C:27]=1[S:33](Cl)(=[O:35])=[O:34].N1C=CC=CC=1.C([O-])(O)=O.[Na+]. The catalyst is C(Cl)Cl. The product is [CH3:1][O:2][C:3]([C:5]1[CH:6]=[C:7]2[C:12](=[CH:13][CH:14]=1)[N:11]=[CH:10][C:9]([O:15][C:16]1[C:17]([Cl:24])=[CH:18][C:19]([NH:23][S:33]([C:27]3[CH:28]=[CH:29][C:30]([Cl:32])=[CH:31][C:26]=3[Cl:25])(=[O:35])=[O:34])=[CH:20][C:21]=1[Cl:22])=[CH:8]2)=[O:4]. The yield is 0.410. (10) The reactants are [CH3:1][O:2][C:3]1[CH:12]=[C:11]([O:13][CH3:14])[CH:10]=[C:9]2[C:4]=1[C:5](=[O:40])[NH:6][C:7]([C:15]1[CH:20]=[CH:19][C:18]([O:21][CH3:22])=[CH:17][C:16]=1[NH:23][CH2:24][CH2:25][CH2:26][N:27]1[CH2:32][CH2:31][N:30](C(OC(C)(C)C)=O)[CH2:29][CH2:28]1)=[N:8]2.Cl. The catalyst is C(Cl)(Cl)Cl.CO. The product is [CH3:1][O:2][C:3]1[CH:12]=[C:11]([O:13][CH3:14])[CH:10]=[C:9]2[C:4]=1[C:5](=[O:40])[NH:6][C:7]([C:15]1[CH:20]=[CH:19][C:18]([O:21][CH3:22])=[CH:17][C:16]=1[NH:23][CH2:24][CH2:25][CH2:26][N:27]1[CH2:28][CH2:29][NH:30][CH2:31][CH2:32]1)=[N:8]2. The yield is 0.440.